Dataset: Forward reaction prediction with 1.9M reactions from USPTO patents (1976-2016). Task: Predict the product of the given reaction. (1) Given the reactants [CH3:1][NH:2][CH2:3][CH2:4][N:5]1[C:9](=[O:10])[CH:8]=[CH:7][C:6]1=[O:11].[P:12](Cl)(Cl)(Cl)=[O:13].[CH2:17]([N:19](CC)CC)C.[O:48]=[C:43]1[CH:44]=[CH:45][C:46](=[O:47])[N:42]1[CH2:41][CH2:40]CN(C[CH2:40][CH2:41][N:42]1[C:46](=[O:47])[CH:45]=[CH:44][C:43]1=[O:48])P(Cl)(Cl)=O.[CH3:49][NH:50][CH2:51][CH2:52][C:53]([OH:55])=[O:54], predict the reaction product. The product is: [O:10]=[C:9]1[CH:8]=[CH:7][C:6](=[O:11])[N:5]1[CH2:4][CH2:3][N:2]([CH3:1])[P:12]([N:50]([CH3:49])[CH2:51][CH2:52][C:53]([OH:55])=[O:54])([N:19]([CH2:40][CH2:41][N:42]1[C:43](=[O:48])[CH:44]=[CH:45][C:46]1=[O:47])[CH3:17])=[O:13]. (2) Given the reactants Cl[C:2]1[N:7]=[C:6](Cl)[CH:5]=[CH:4][N:3]=1.[NH2:9][C:10]1[CH:11]=[C:12]([CH:14]=[CH:15][C:16]=1[CH3:17])[NH2:13], predict the reaction product. The product is: [NH2:9][C:10]1[CH:11]=[C:12]([NH:13][C:2]2[N:7]=[C:6]([NH:13][C:12]3[CH:14]=[CH:15][C:16]([CH3:17])=[C:10]([NH2:9])[CH:11]=3)[CH:5]=[CH:4][N:3]=2)[CH:14]=[CH:15][C:16]=1[CH3:17]. (3) Given the reactants [O:1]1[CH2:5][CH2:4][NH:3][C:2]1=[O:6].C(N(CC)CC)C.F[P-](F)(F)(F)(F)F.N1(O[P+](N2CCCC2)(N2CCCC2)N2CCCC2)C2C=CC=CC=2N=N1.[CH3:47][C:48]1[CH:49]=[C:50]([C:65]2[CH:66]=[CH:67][C:68]([C:71](O)=[O:72])=[N:69][CH:70]=2)[CH:51]=[C:52]([NH:54][C:55]2[N:60]=[C:59]([C:61]([F:64])([F:63])[F:62])[CH:58]=[CH:57][N:56]=2)[CH:53]=1, predict the reaction product. The product is: [CH3:47][C:48]1[CH:49]=[C:50]([C:65]2[CH:66]=[CH:67][C:68]([C:71]([N:3]3[CH2:4][CH2:5][O:1][C:2]3=[O:6])=[O:72])=[N:69][CH:70]=2)[CH:51]=[C:52]([NH:54][C:55]2[N:60]=[C:59]([C:61]([F:64])([F:63])[F:62])[CH:58]=[CH:57][N:56]=2)[CH:53]=1. (4) Given the reactants [C:1]([O:5][CH2:6][C@H:7]([C:16](O)=O)[NH:8][C:9]([O:11][C:12]([CH3:15])([CH3:14])[CH3:13])=[O:10])([CH3:4])([CH3:3])[CH3:2].[C:19]1(=[O:29])[NH:23][C:22](=[O:24])[C:21]2=[CH:25][CH:26]=[CH:27][CH:28]=[C:20]12.C1(P(C2C=CC=CC=2)C2C=CC=CC=2)C=CC=CC=1.N(C(OC(C)C)=O)=NC(OC(C)C)=[O:52], predict the reaction product. The product is: [C:1]([O:5][C:6](=[O:52])[C@H:7]([NH:8][C:9]([O:11][C:12]([CH3:13])([CH3:14])[CH3:15])=[O:10])[CH2:16][N:23]1[C:19](=[O:29])[C:20]2=[CH:28][CH:27]=[CH:26][CH:25]=[C:21]2[C:22]1=[O:24])([CH3:2])([CH3:3])[CH3:4]. (5) Given the reactants Cl.CN(C)CCCN=C=NCC.N1C=CC=CC=1.[CH3:19][N:20]1[C:25](=[O:26])[CH:24]=[C:23]([N:27]2[CH2:32][CH2:31][O:30][CH2:29][CH2:28]2)[N:22]=[C:21]1[CH2:33][C:34]([O-:36])=O.[Na+].[F:38][C:39]1[CH:47]=[CH:46][CH:45]=[C:44]2[C:40]=1[CH2:41][CH:42]([CH3:48])[NH:43]2, predict the reaction product. The product is: [F:38][C:39]1[CH:47]=[CH:46][CH:45]=[C:44]2[C:40]=1[CH2:41][CH:42]([CH3:48])[N:43]2[C:34](=[O:36])[CH2:33][C:21]1[N:20]([CH3:19])[C:25](=[O:26])[CH:24]=[C:23]([N:27]2[CH2:28][CH2:29][O:30][CH2:31][CH2:32]2)[N:22]=1. (6) Given the reactants [CH:1]1([C:4]2[C:5]([O:13][CH2:14][C:15]([F:18])([F:17])[F:16])=[CH:6][C:7]([C:10]([OH:12])=O)=[N:8][CH:9]=2)[CH2:3][CH2:2]1.[CH:19]1([CH2:22][C:23]([NH2:31])([CH3:30])[C:24]2[N:28]=[C:27]([CH3:29])[O:26][N:25]=2)[CH2:21][CH2:20]1, predict the reaction product. The product is: [CH:19]1([CH2:22][C:23]([NH:31][C:10]([C:7]2[CH:6]=[C:5]([O:13][CH2:14][C:15]([F:18])([F:17])[F:16])[C:4]([CH:1]3[CH2:2][CH2:3]3)=[CH:9][N:8]=2)=[O:12])([CH3:30])[C:24]2[N:28]=[C:27]([CH3:29])[O:26][N:25]=2)[CH2:21][CH2:20]1. (7) Given the reactants [NH2:1][C:2]1[CH:7]=[CH:6][C:5]([CH2:8][C@H:9]([N:12]([CH2:24][C:25]2[CH:30]=[CH:29][CH:28]=[CH:27][CH:26]=2)[CH2:13][C@H:14]([OH:23])[CH2:15][O:16][C:17]2[CH:22]=[CH:21][CH:20]=[CH:19][CH:18]=2)[CH2:10][OH:11])=[CH:4][CH:3]=1.[NH:31]1[CH:35]=[CH:34][CH:33]=[C:32]1[C:36](O)=[O:37].Cl.CN(C)CCCN=C=NCC, predict the reaction product. The product is: [CH2:24]([N:12]([C@H:9]([CH2:10][OH:11])[CH2:8][C:5]1[CH:6]=[CH:7][C:2]([NH:1][C:36]([C:32]2[NH:31][CH:35]=[CH:34][CH:33]=2)=[O:37])=[CH:3][CH:4]=1)[CH2:13][C@H:14]([OH:23])[CH2:15][O:16][C:17]1[CH:18]=[CH:19][CH:20]=[CH:21][CH:22]=1)[C:25]1[CH:26]=[CH:27][CH:28]=[CH:29][CH:30]=1. (8) Given the reactants COC1C=C2C(=CC=1OC)CNCC2.C([O:17][C:18](=[O:57])[C:19]([NH:49]C(OC(C)(C)C)=O)([CH2:33][CH2:34][N:35]1[CH2:44][CH2:43][C:42]2[C:37](=[CH:38][C:39]([O:47][CH3:48])=[C:40]([O:45][CH3:46])[CH:41]=2)[CH2:36]1)[CH2:20][CH2:21][CH2:22][CH2:23][B:24]1[O:28]C(C)(C)C(C)(C)[O:25]1)C.[ClH:58], predict the reaction product. The product is: [ClH:58].[ClH:58].[NH2:49][C:19]([CH2:33][CH2:34][N:35]1[CH2:44][CH2:43][C:42]2[C:37](=[CH:38][C:39]([O:47][CH3:48])=[C:40]([O:45][CH3:46])[CH:41]=2)[CH2:36]1)([CH2:20][CH2:21][CH2:22][CH2:23][B:24]([OH:28])[OH:25])[C:18]([OH:57])=[O:17]. (9) Given the reactants [CH3:1][O:2][C:3]1[N:8]=[CH:7][C:6]([CH2:9][S:10]([CH2:13][C:14](O)=O)(=[O:12])=[O:11])=[CH:5][C:4]=1[N+:17]([O-:19])=[O:18].N1CCCCC1.[CH3:26][O:27][C:28]1[CH:35]=[CH:34][CH:33]=[C:32]([O:36][CH3:37])[C:29]=1C=O, predict the reaction product. The product is: [CH3:26][O:27][C:28]1[CH:35]=[CH:34][CH:33]=[C:32]([O:36][CH3:37])[C:29]=1/[CH:14]=[CH:13]/[S:10]([CH2:9][C:6]1[CH:5]=[C:4]([N+:17]([O-:19])=[O:18])[C:3]([O:2][CH3:1])=[N:8][CH:7]=1)(=[O:12])=[O:11].